From a dataset of hERG potassium channel inhibition data for cardiac toxicity prediction from Karim et al.. Regression/Classification. Given a drug SMILES string, predict its toxicity properties. Task type varies by dataset: regression for continuous values (e.g., LD50, hERG inhibition percentage) or binary classification for toxic/non-toxic outcomes (e.g., AMES mutagenicity, cardiotoxicity, hepatotoxicity). Dataset: herg_karim. (1) The compound is O[C@H](CCCN1CCC(O)(c2ccc(Cl)cc2)CC1)c1ccc(F)cc1. The result is 1 (blocker). (2) The molecule is Cc1ccccc1-n1c(Cn2cnc3c(N)ncnc32)nc2cccc(C)c2c1=O. The result is 0 (non-blocker). (3) The compound is c1cnc2nc(Oc3ccc(OCCN4CCCCC4)cc3)sc2c1. The result is 0 (non-blocker). (4) The drug is Nc1ccnc(N2CCC(NC(=O)c3ccccn3)(c3ccccc3)CC2)c1. The result is 1 (blocker). (5) The molecule is O=C(CNc1n[nH]c2ccc(C(F)(F)F)cc12)NC1CN(C2CCC(O)(c3cncs3)CC2)C1. The result is 0 (non-blocker). (6) The molecule is CC1(C)CC(CN2CCC(F)(CNC(=O)c3cc(Cl)cc(Cl)c3)CC2)CCO1. The result is 1 (blocker).